From a dataset of Full USPTO retrosynthesis dataset with 1.9M reactions from patents (1976-2016). Predict the reactants needed to synthesize the given product. (1) Given the product [Cl:20][C:19]1[C:14]([O:10][C:6]2[CH:7]=[CH:8][CH:9]=[C:4]([O:3][C:2]([F:11])([F:12])[F:1])[CH:5]=2)=[N:15][CH:16]=[C:17]([N+:21]([O-:23])=[O:22])[CH:18]=1, predict the reactants needed to synthesize it. The reactants are: [F:1][C:2]([F:12])([F:11])[O:3][C:4]1[CH:5]=[C:6]([OH:10])[CH:7]=[CH:8][CH:9]=1.Cl[C:14]1[C:19]([Cl:20])=[CH:18][C:17]([N+:21]([O-:23])=[O:22])=[CH:16][N:15]=1.[H-].[Na+]. (2) Given the product [CH3:1][C@@:2]1([OH:21])[CH2:7][CH2:6][C@H:5]2[C@H:8]3[C@H:18]([CH2:19][CH2:20][C@:3]12[CH3:4])[C@:16]1([CH3:17])[CH:11]([CH2:12][C@@H:13]2[O:30][C@@H:14]2[CH2:15]1)[CH2:10][CH2:9]3, predict the reactants needed to synthesize it. The reactants are: [CH3:1][C@@:2]1([OH:21])[CH2:7][CH2:6][C@H:5]2[C@H:8]3[C@H:18]([CH2:19][CH2:20][C@:3]12[CH3:4])[C@:16]1([CH3:17])[CH:11]([CH2:12][CH:13]=[CH:14][CH2:15]1)[CH2:10][CH2:9]3.C1C=C(Cl)C=C(C(OO)=[O:30])C=1.